Regression. Given two drug SMILES strings and cell line genomic features, predict the synergy score measuring deviation from expected non-interaction effect. From a dataset of Merck oncology drug combination screen with 23,052 pairs across 39 cell lines. (1) Drug 1: COc1cc(C2c3cc4c(cc3C(OC3OC5COC(C)OC5C(O)C3O)C3COC(=O)C23)OCO4)cc(OC)c1O. Drug 2: NC1(c2ccc(-c3nc4ccn5c(=O)[nH]nc5c4cc3-c3ccccc3)cc2)CCC1. Cell line: HT29. Synergy scores: synergy=20.8. (2) Drug 1: C=CCn1c(=O)c2cnc(Nc3ccc(N4CCN(C)CC4)cc3)nc2n1-c1cccc(C(C)(C)O)n1. Drug 2: O=C(O)C1(Cc2cccc(Nc3nccs3)n2)CCC(Oc2cccc(Cl)c2F)CC1. Cell line: SKOV3. Synergy scores: synergy=23.4.